From a dataset of Reaction yield outcomes from USPTO patents with 853,638 reactions. Predict the reaction yield, written as a fraction of the theoretical maximum amount of product (1.0 means a 100% yield; for example, 0.34 means a 34% yield). The reactants are Cl[C:2]1[C:7]([N+:8]([O-:10])=[O:9])=[CH:6][CH:5]=[CH:4][C:3]=1[N+:11]([O-:13])=[O:12].C(N(CC)CC)C.[NH2:21][CH2:22][CH:23]([OH:26])[CH2:24][OH:25]. The catalyst is O1CCCC1.O. The yield is 0.980. The product is [N+:11]([C:3]1[CH:4]=[CH:5][CH:6]=[C:7]([N+:8]([O-:10])=[O:9])[C:2]=1[NH:21][CH2:22][CH:23]([OH:26])[CH2:24][OH:25])([O-:13])=[O:12].